Dataset: NCI-60 drug combinations with 297,098 pairs across 59 cell lines. Task: Regression. Given two drug SMILES strings and cell line genomic features, predict the synergy score measuring deviation from expected non-interaction effect. (1) Drug 1: CCC1(CC2CC(C3=C(CCN(C2)C1)C4=CC=CC=C4N3)(C5=C(C=C6C(=C5)C78CCN9C7C(C=CC9)(C(C(C8N6C=O)(C(=O)OC)O)OC(=O)C)CC)OC)C(=O)OC)O.OS(=O)(=O)O. Drug 2: CC(C)NC(=O)C1=CC=C(C=C1)CNNC.Cl. Cell line: U251. Synergy scores: CSS=4.62, Synergy_ZIP=11.2, Synergy_Bliss=14.4, Synergy_Loewe=14.8, Synergy_HSA=13.3. (2) Synergy scores: CSS=4.46, Synergy_ZIP=-1.36, Synergy_Bliss=2.26, Synergy_Loewe=-0.638, Synergy_HSA=0.829. Drug 1: CS(=O)(=O)C1=CC(=C(C=C1)C(=O)NC2=CC(=C(C=C2)Cl)C3=CC=CC=N3)Cl. Drug 2: C1=NNC2=C1C(=O)NC=N2. Cell line: TK-10. (3) Drug 1: CC1CCC2CC(C(=CC=CC=CC(CC(C(=O)C(C(C(=CC(C(=O)CC(OC(=O)C3CCCCN3C(=O)C(=O)C1(O2)O)C(C)CC4CCC(C(C4)OC)OCCO)C)C)O)OC)C)C)C)OC. Drug 2: CC1C(C(CC(O1)OC2CC(CC3=C2C(=C4C(=C3O)C(=O)C5=CC=CC=C5C4=O)O)(C(=O)C)O)N)O. Cell line: ACHN. Synergy scores: CSS=53.2, Synergy_ZIP=-3.43, Synergy_Bliss=-6.01, Synergy_Loewe=-2.48, Synergy_HSA=-0.161. (4) Drug 2: CC(C)CN1C=NC2=C1C3=CC=CC=C3N=C2N. Drug 1: COC1=NC(=NC2=C1N=CN2C3C(C(C(O3)CO)O)O)N. Synergy scores: CSS=14.6, Synergy_ZIP=4.98, Synergy_Bliss=4.02, Synergy_Loewe=0.974, Synergy_HSA=1.02. Cell line: SK-MEL-2. (5) Drug 1: C#CCC(CC1=CN=C2C(=N1)C(=NC(=N2)N)N)C3=CC=C(C=C3)C(=O)NC(CCC(=O)O)C(=O)O. Drug 2: C1CNP(=O)(OC1)N(CCCl)CCCl. Cell line: A498. Synergy scores: CSS=-3.25, Synergy_ZIP=1.47, Synergy_Bliss=0.415, Synergy_Loewe=-3.83, Synergy_HSA=-3.81.